This data is from NCI-60 drug combinations with 297,098 pairs across 59 cell lines. The task is: Regression. Given two drug SMILES strings and cell line genomic features, predict the synergy score measuring deviation from expected non-interaction effect. (1) Drug 1: COC1=C(C=C2C(=C1)N=CN=C2NC3=CC(=C(C=C3)F)Cl)OCCCN4CCOCC4. Drug 2: C1=NC(=NC(=O)N1C2C(C(C(O2)CO)O)O)N. Cell line: SF-295. Synergy scores: CSS=8.85, Synergy_ZIP=-1.83, Synergy_Bliss=2.16, Synergy_Loewe=3.65, Synergy_HSA=3.67. (2) Synergy scores: CSS=20.9, Synergy_ZIP=-6.48, Synergy_Bliss=-5.32, Synergy_Loewe=-3.42, Synergy_HSA=-3.86. Drug 2: CC1CCCC2(C(O2)CC(NC(=O)CC(C(C(=O)C(C1O)C)(C)C)O)C(=CC3=CSC(=N3)C)C)C. Drug 1: CC(CN1CC(=O)NC(=O)C1)N2CC(=O)NC(=O)C2. Cell line: LOX IMVI. (3) Drug 1: C1=CC(=CC=C1CCC2=CNC3=C2C(=O)NC(=N3)N)C(=O)NC(CCC(=O)O)C(=O)O. Drug 2: B(C(CC(C)C)NC(=O)C(CC1=CC=CC=C1)NC(=O)C2=NC=CN=C2)(O)O. Cell line: SK-MEL-5. Synergy scores: CSS=8.23, Synergy_ZIP=-0.496, Synergy_Bliss=1.81, Synergy_Loewe=-1.16, Synergy_HSA=-1.40. (4) Drug 1: CC1=C2C(C(=O)C3(C(CC4C(C3C(C(C2(C)C)(CC1OC(=O)C(C(C5=CC=CC=C5)NC(=O)OC(C)(C)C)O)O)OC(=O)C6=CC=CC=C6)(CO4)OC(=O)C)O)C)O. Drug 2: CN(CC1=CN=C2C(=N1)C(=NC(=N2)N)N)C3=CC=C(C=C3)C(=O)NC(CCC(=O)O)C(=O)O. Cell line: U251. Synergy scores: CSS=39.1, Synergy_ZIP=2.08, Synergy_Bliss=3.05, Synergy_Loewe=-16.0, Synergy_HSA=2.32.